From a dataset of Reaction yield outcomes from USPTO patents with 853,638 reactions. Predict the reaction yield, written as a fraction of the theoretical maximum amount of product (1.0 means a 100% yield; for example, 0.34 means a 34% yield). (1) The yield is 0.460. The reactants are [F:1][C:2]([F:43])([F:42])[C:3]1[CH:41]=[CH:40][C:6]([CH2:7][N:8]([CH2:29][C:30]2[CH:35]=[CH:34][C:33]([C:36]([F:39])([F:38])[F:37])=[CH:32][CH:31]=2)[C:9](=[O:28])[CH2:10][O:11][C:12]2[CH:17]=[CH:16][C:15]([CH2:18][C@H:19]([O:25][CH2:26][CH3:27])[C:20]([O:22]CC)=[O:21])=[CH:14][CH:13]=2)=[CH:5][CH:4]=1. The product is [F:1][C:2]([F:42])([F:43])[C:3]1[CH:4]=[CH:5][C:6]([CH2:7][N:8]([CH2:29][C:30]2[CH:31]=[CH:32][C:33]([C:36]([F:37])([F:39])[F:38])=[CH:34][CH:35]=2)[C:9](=[O:28])[CH2:10][O:11][C:12]2[CH:17]=[CH:16][C:15]([CH2:18][C@H:19]([O:25][CH2:26][CH3:27])[C:20]([OH:22])=[O:21])=[CH:14][CH:13]=2)=[CH:40][CH:41]=1. The catalyst is C(#N)C.O.[Li+].[OH-]. (2) The product is [Cl:1][C:2]1[CH:3]=[CH:4][C:5]([C:8]2[O:9][CH:10]=[C:11]([C:13]([CH3:17])([CH3:16])[CH2:14][NH:15][C:28](=[O:29])[C:27]3[CH:31]=[CH:32][CH:33]=[C:25]([C:22]4[N:21]=[C:20]([C:19]([F:35])([F:34])[F:18])[O:24][N:23]=4)[CH:26]=3)[N:12]=2)=[CH:6][CH:7]=1. The yield is 0.140. The reactants are [Cl:1][C:2]1[CH:7]=[CH:6][C:5]([C:8]2[O:9][CH:10]=[C:11]([C:13]([CH3:17])([CH3:16])[CH2:14][NH2:15])[N:12]=2)=[CH:4][CH:3]=1.[F:18][C:19]([F:35])([F:34])[C:20]1[O:24][N:23]=[C:22]([C:25]2[CH:26]=[C:27]([CH:31]=[CH:32][CH:33]=2)[C:28](O)=[O:29])[N:21]=1. No catalyst specified. (3) The reactants are Br[C:2]1[C:3](=[O:14])[N:4]([CH2:12][CH3:13])[C:5]2[C:10]([N:11]=1)=[CH:9][CH:8]=[CH:7][CH:6]=2.[Cl:15][C:16]1[CH:21]=[CH:20][C:19](B(O)O)=[CH:18][CH:17]=1.C(=O)([O-])[O-].[Na+].[Na+].O. The catalyst is CN(C)C=O.C1C=CC(P(C2C=CC=CC=2)C2C=CC=CC=2)=CC=1.C1C=CC(P(C2C=CC=CC=2)C2C=CC=CC=2)=CC=1.Cl[Pd]Cl. The product is [Cl:15][C:16]1[CH:21]=[CH:20][C:19]([C:2]2[C:3](=[O:14])[N:4]([CH2:12][CH3:13])[C:5]3[C:10]([N:11]=2)=[CH:9][CH:8]=[CH:7][CH:6]=3)=[CH:18][CH:17]=1. The yield is 0.590. (4) The reactants are [Br:1][CH2:2][C:3](Br)=[O:4].[N+:6]([C:9]1[C:14]([CH2:15][OH:16])=[CH:13][C:12]([O:17][CH3:18])=[C:11]([O:19][CH3:20])[CH:10]=1)([O-:8])=[O:7].CCN(CC)CC.C(Cl)Cl. The catalyst is CN(C1C=CN=CC=1)C.C(Cl)(Cl)Cl. The product is [Br:1][CH2:2][C:3]([O:16][CH2:15][C:14]1[CH:13]=[C:12]([O:17][CH3:18])[C:11]([O:19][CH3:20])=[CH:10][C:9]=1[N+:6]([O-:8])=[O:7])=[O:4]. The yield is 0.550. (5) The reactants are [C:1]([C:5]1[CH:23]=[C:8]2[N:9]=[C:10]([CH3:22])[C:11]([CH:14]([CH2:19][CH2:20][CH3:21])[C:15]([O:17][CH3:18])=[O:16])=[C:12](Cl)[N:7]2[N:6]=1)([CH3:4])([CH3:3])[CH3:2].C([N:27]([CH:30]([CH3:32])[CH3:31])CC)(C)C. The catalyst is COCCOC.O. The product is [NH2:27][C:30]1[CH:31]=[C:5]([CH3:23])[CH:1]=[CH:2][C:32]=1[C:12]1[N:7]2[N:6]=[C:5]([C:1]([CH3:4])([CH3:3])[CH3:2])[CH:23]=[C:8]2[N:9]=[C:10]([CH3:22])[C:11]=1[CH:14]([CH2:19][CH2:20][CH3:21])[C:15]([O:17][CH3:18])=[O:16]. The yield is 0.340. (6) The reactants are [O:1]1[C:6]2[CH:7]=[CH:8][CH:9]=[CH:10][C:5]=2[NH:4][C:3](=O)[CH2:2]1.[H-].[Al+3].[Li+].[H-].[H-].[H-].N.O. The catalyst is C1COCC1. The product is [O:1]1[C:6]2[CH:7]=[CH:8][CH:9]=[CH:10][C:5]=2[NH:4][CH2:3][CH2:2]1. The yield is 0.910. (7) The reactants are C(Cl)Cl.[CH:4]([O:6][CH3:7])=[O:5].[Cl:8][CH2:9][C:10]1[CH:15]=[CH:14][CH:13]=[CH:12][C:11]=1[CH2:16][C:17](OC)=[O:18]. The catalyst is [Ti](Cl)(Cl)(Cl)Cl.C(N(CC)CC)C. The product is [Cl:8][CH2:9][C:10]1[CH:15]=[CH:14][CH:13]=[CH:12][C:11]=1[C:16](=[CH:17][OH:18])[C:4]([O:6][CH3:7])=[O:5]. The yield is 0.960. (8) The reactants are [Br:1][C:2]1[CH:10]=[CH:9][C:5]([C:6](O)=[O:7])=[C:4]([Cl:11])[CH:3]=1.B.C1COCC1.C([O-])([O-])=O.[K+].[K+].O. The catalyst is C1COCC1. The product is [Br:1][C:2]1[CH:10]=[CH:9][C:5]([CH2:6][OH:7])=[C:4]([Cl:11])[CH:3]=1. The yield is 0.500.